The task is: Regression. Given a peptide amino acid sequence and an MHC pseudo amino acid sequence, predict their binding affinity value. This is MHC class I binding data.. This data is from Peptide-MHC class I binding affinity with 185,985 pairs from IEDB/IMGT. (1) The peptide sequence is IISTDQDTM. The MHC is HLA-A02:02 with pseudo-sequence HLA-A02:02. The binding affinity (normalized) is 0.227. (2) The peptide sequence is DKGLSSLSCEG. The MHC is Mamu-B08 with pseudo-sequence Mamu-B08. The binding affinity (normalized) is 0. (3) The peptide sequence is ETNMITLLV. The MHC is HLA-A68:02 with pseudo-sequence HLA-A68:02. The binding affinity (normalized) is 0.817. (4) The peptide sequence is MPILTLTRA. The MHC is HLA-B07:02 with pseudo-sequence HLA-B07:02. The binding affinity (normalized) is 0.232.